From a dataset of Experimentally validated miRNA-target interactions with 360,000+ pairs, plus equal number of negative samples. Binary Classification. Given a miRNA mature sequence and a target amino acid sequence, predict their likelihood of interaction. (1) The miRNA is hsa-miR-3145-3p with sequence AGAUAUUUUGAGUGUUUGGAAUUG. The protein sequence of the target gene is MSDVELVKKMLRAVLQSSKHGVAMARLQGDYRALTGEMIPFRKFGHDTLESFLRSIPGVVRLERSITGEVMCFAGVCEETAHIAQLVARQKNVKKTGCSKLLNFQMRARTSHLFSHNVKPRLSLRQPSNMTHPGRGSVTSFYSTQRKLYSNDLPSSRAPAWQMNRKSPVPEKTSVVPSKINTNIKTPLKKTSGTAAQQKPVNRADVELVQGRIKQLLQKYSSGVWLSKIPQLYKSMFQEELHIIQEVEKWTHICTVEKPGSNNIVDRLVYPVLEPVPKASPVPVKSPCKQSPNTALLKQP.... Result: 0 (no interaction). (2) The miRNA is hsa-miR-877-3p with sequence UCCUCUUCUCCCUCCUCCCAG. The protein sequence of the target gene is MDDEDGRCLLDVICDPQALNDFLHGSEKLDSDDLLDNPGEAQSAFYEGPGLHVQEASGNHLNPEPNQPAPSVDLDFLEDDILGSPATGGGGGGSGGADQPCDILQQSLQEANITEQTLEAEAELDLGPFQLPTLQPADGGAGPTGAGGAAAVAAGPQALFPGSTDLLGLQGPPTVLTHQALVPPQDVVNKALSVQPFLQPVGLGNVTLQPIPGLQGLPNGSPGGATAATLGLAPIQVVGQPVMALNTPTSQLLAKQVPVSGYLASAAGPSEPVTLASAGVSPQGAGLVIQKNLSAAVATT.... Result: 0 (no interaction). (3) The miRNA is hsa-miR-548c-3p with sequence CAAAAAUCUCAAUUACUUUUGC. The protein sequence of the target gene is MALSQGLLTFRDVAIEFSQEEWKCLDPAQRTLYRDVMLENYRNLVSLDISSKCMMKEFSSTAQGNTEVIHTGTLQRHERHHIGDFCFQEMEKDIHDFEFQWKEDERNSHEAPMTEIKQLTGSTNRHDQRHAGNKPIKDQLGSSFHSHLPELHMFQTEGKIGNQVEKSINSASLVSTSQRISCRPKTHISKNYGNNFLNSSLLTQKQEVHMREKSFQCNESGKAFNYSSVLRKHQIIHLGAKQYKCDVCGKVFNQKRYLACHRRCHTGKKPYKCNDCGKTFSQELTLTCHHRLHTGEKHYK.... Result: 1 (interaction). (4) The miRNA is hsa-miR-6741-5p with sequence GUGGGUGCUGGUGGGAGCCGUG. The protein sequence of the target gene is MGTEGKAGRKLLFLFTSMILGSLVQGKGSVYTAQSDVQVPENESIKLTCTYSGFSSPRVEWKFVQGSTTALVCYNSQITAPYADRVTFSSSGITFSSVTRKDNGEYTCMVSEEGGQNYGEVSIHLTVLVPPSKPTISVPSSVTIGNRAVLTCSEHDGSPPSEYSWFKDGISMLTADAKKTRAFMNSSFTIDPKSGDLIFDPVTAFDSGEYYCQAQNGYGTAMRSEAAHMDAVELNVGGIVAAVLVTLILLGLLIFGVWFAYSRGYFERTKKGTAPGKKVIYSQPSTRSEGEFKQTSSFLV.... Result: 0 (no interaction). (5) The miRNA is mmu-miR-669i with sequence UGCAUAUACACACAUGCAUAC. The protein sequence of the target gene is MAAMRKALPRRLVGLASLRAVSTSSMGTLPKRVKIVEVGPRDGLQNEKNIVSTPVKIKLIDMLSEAGLSVIETTSFVSPKWVPQMGDHTEVLKGIQKFPGINYPVLTPNLKGFEAAVAAGAKEVVIFGAASELFTKKNINCSIEESFQRFDAILKAAQSANISVRGYVSCALGCPYEGKISPAKVAEVTKKFYSMGCYEISLGDTIGVGTPGIMKDMLSAVMQEVPLAALAVHCHDTYGQALANTLMALQMGVSVVDSSVAGLGGCPYAQGASGNLATEDLVYMLEGLGIHTGVNLQKLL.... Result: 0 (no interaction). (6) The miRNA is hsa-miR-18a-3p with sequence ACUGCCCUAAGUGCUCCUUCUGG. The protein sequence of the target gene is MSESSSKSSQPLASKQEKDGTEKRGRGRPRKQPPVSPGTALVGSQKEPSEVPTPKRPRGRPKGSKNKGAAKTRKTTTTPGRKPRGRPKKLEKEEEEGISQESSEEEQ. Result: 1 (interaction). (7) The miRNA is hsa-miR-520f-5p with sequence CCUCUAAAGGGAAGCGCUUUCU. The protein sequence of the target gene is MSKIRRKVTVENTKTISDSTSRRPSVFERLGPSTGSTAETQCRNWLKTGNCLYGNTCRFVHGPSPRGKGYSSNYRRSPERPTGDLRERMKNKRQDVDTEPQKRNTEESSSPVRKESSRGRHREKEDIKITKERTPESEEENVEWETNRDDSDNGDINYDYVHELSLEMKRQKIQRELMKLEQENMEKREEIIIKKEVSPEVVRSKLSPSPSLRKSSKSPKRKSSPKSSSASKKDRKTSAVSSPLLDQQRNSKTNQSKKKGPRTPSPPPPIPEDIALGKKYKEKYKVKDRIEEKTRDGKDR.... Result: 1 (interaction).